This data is from Forward reaction prediction with 1.9M reactions from USPTO patents (1976-2016). The task is: Predict the product of the given reaction. (1) Given the reactants [F:1][C:2]1[CH:7]=[CH:6][C:5]([OH:8])=[CH:4][CH:3]=1.C(=O)([O-])[O-].[Cs+].[Cs+].[CH3:15][O:16][C:17](=[O:29])[C:18]1[CH:27]=[CH:26][C:21]([C:22]([O:24][CH3:25])=[O:23])=[CH:20][C:19]=1I.F[P-](F)(F)(F)(F)F, predict the reaction product. The product is: [CH3:25][O:24][C:22](=[O:23])[C:21]1[CH:26]=[CH:27][C:18]([C:17]([O:16][CH3:15])=[O:29])=[CH:19][C:20]=1[O:8][C:5]1[CH:6]=[CH:7][C:2]([F:1])=[CH:3][CH:4]=1. (2) Given the reactants [F:1][CH:2]([F:23])[C:3]1[N:8]2[N:9]=[CH:10][C:11]([C:12]#[CH:13])=[C:7]2[N:6]=[C:5]([C:14]2[CH:19]=[CH:18][CH:17]=[C:16]([O:20][CH2:21][CH3:22])[CH:15]=2)[CH:4]=1.Br[C:25]1[CH:26]=[C:27]([S:31]([NH2:34])(=[O:33])=[O:32])[CH:28]=[CH:29][CH:30]=1, predict the reaction product. The product is: [F:23][CH:2]([F:1])[C:3]1[N:8]2[N:9]=[CH:10][C:11]([C:12]#[C:13][C:25]3[CH:26]=[C:27]([S:31]([NH2:34])(=[O:33])=[O:32])[CH:28]=[CH:29][CH:30]=3)=[C:7]2[N:6]=[C:5]([C:14]2[CH:19]=[CH:18][CH:17]=[C:16]([O:20][CH2:21][CH3:22])[CH:15]=2)[CH:4]=1. (3) The product is: [CH:45]([C:15]1[CH:16]=[CH:17][C:18]2[N:22]=[CH:21][N:20]([S:23](=[O:28])(=[O:27])[N:24]([CH3:26])[CH3:25])[C:19]=2[CH:29]=1)=[CH:46][C:47]1[CH:52]=[CH:51][CH:50]=[CH:49][CH:48]=1. Given the reactants C(P(C(C)(C)C)C(C)(C)C)(C)(C)C.Cl[C:15]1[CH:16]=[CH:17][C:18]2[N:22]=[CH:21][N:20]([S:23](=[O:28])(=[O:27])[N:24]([CH3:26])[CH3:25])[C:19]=2[CH:29]=1.C1(CNCC2CCCCC2)CCCCC1.[CH2:45]=[CH:46][C:47]1[CH:52]=[CH:51][CH:50]=[CH:49][CH:48]=1, predict the reaction product. (4) The product is: [Br:1][C:2]1[C:11]2[C:10]([CH3:13])([CH3:12])[CH2:9][CH:8]=[C:7]([CH:14]([CH3:15])[CH3:16])[C:6]=2[CH:5]=[C:4](/[C:17](/[CH2:18][CH3:19])=[C:29](/[F:30])\[C:27]([O:26][CH2:25][CH3:24])=[O:28])[C:3]=1[O:21][CH2:22][CH3:23]. Given the reactants [Br:1][C:2]1[C:11]2[C:10]([CH3:13])([CH3:12])[CH2:9][CH:8]=[C:7]([CH:14]([CH3:16])[CH3:15])[C:6]=2[CH:5]=[C:4]([C:17](=O)[CH2:18][CH3:19])[C:3]=1[O:21][CH2:22][CH3:23].[CH3:24][CH2:25][O:26][C:27]([CH:29](P(OCC)(OCC)=O)[F:30])=[O:28].C([Li])CCC, predict the reaction product. (5) Given the reactants [CH3:1][N:2]([CH3:13])[CH2:3][C:4]1[CH:9]=[CH:8][C:7]([N+:10]([O-])=O)=[CH:6][CH:5]=1, predict the reaction product. The product is: [CH3:13][N:2]([CH2:3][C:4]1[CH:5]=[CH:6][C:7]([NH2:10])=[CH:8][CH:9]=1)[CH3:1]. (6) Given the reactants [Br:1][C:2]1[CH:7]=[CH:6][C:5]([CH2:8][OH:9])=[C:4]([O:10][CH3:11])[CH:3]=1, predict the reaction product. The product is: [Br:1][C:2]1[CH:7]=[CH:6][C:5]([CH:8]=[O:9])=[C:4]([O:10][CH3:11])[CH:3]=1. (7) Given the reactants [CH2:1]([O:8][C:9](=[O:26])[NH:10][CH2:11][CH2:12][CH2:13][CH2:14][C:15]1[CH:20]=[CH:19][C:18]([O:21][CH2:22][CH:23]2[CH2:25][O:24]2)=[CH:17][CH:16]=1)[C:2]1[CH:7]=[CH:6][CH:5]=[CH:4][CH:3]=1.[NH3:27], predict the reaction product. The product is: [CH2:1]([O:8][C:9](=[O:26])[NH:10][CH2:11][CH2:12][CH2:13][CH2:14][C:15]1[CH:20]=[CH:19][C:18]([O:21][CH2:22][CH:23]([OH:24])[CH2:25][NH2:27])=[CH:17][CH:16]=1)[C:2]1[CH:7]=[CH:6][CH:5]=[CH:4][CH:3]=1. (8) Given the reactants [CH2:1]([C:3]1[C:4]([NH:11][C@@H:12]2[C:20]3[C:15](=[CH:16][CH:17]=[CH:18][CH:19]=3)[CH2:14][C@@H:13]2O)=[N:5][C:6]([CH2:9][CH3:10])=[CH:7][N:8]=1)[CH3:2].C([C@H]1[C@H](N)C2[CH:30]=[CH:31][S:32]C=2CC1)CC, predict the reaction product. The product is: [CH2:1]([C:3]1[C:4]([NH:11][C@@H:12]2[C:20]3[CH:30]=[CH:31][S:32][C:19]=3[CH2:18][CH2:17][C@H:16]2[CH2:15][CH2:14][CH3:13])=[N:5][C:6]([CH2:9][CH3:10])=[CH:7][N:8]=1)[CH3:2]. (9) Given the reactants [NH2:1][C:2]1[C:7]([Cl:8])=[C:6](Br)[N:5]=[C:4]([C:10]([O:12][CH3:13])=[O:11])[C:3]=1[O:14][CH3:15].[Cl:16][C:17]1[CH:22]=[CH:21][C:20](B(O)O)=[CH:19][CH:18]=1.[F-].[K+].CC#N, predict the reaction product. The product is: [NH2:1][C:2]1[C:7]([Cl:8])=[C:6]([C:20]2[CH:21]=[CH:22][C:17]([Cl:16])=[CH:18][CH:19]=2)[N:5]=[C:4]([C:10]([O:12][CH3:13])=[O:11])[C:3]=1[O:14][CH3:15].